From a dataset of Reaction yield outcomes from USPTO patents with 853,638 reactions. Predict the reaction yield, written as a fraction of the theoretical maximum amount of product (1.0 means a 100% yield; for example, 0.34 means a 34% yield). (1) The reactants are [Cl:1][C:2]1[C:7]([F:8])=[C:6]([NH2:9])[CH:5]=[CH:4][N:3]=1.[H-].[Na+].[Cl:12][C:13]1[CH:21]=[C:20]([C:22]#[N:23])[CH:19]=[C:18]([F:24])[C:14]=1[C:15](Cl)=[O:16]. The catalyst is CN(C=O)C. The product is [Cl:12][C:13]1[CH:21]=[C:20]([C:22]#[N:23])[CH:19]=[C:18]([F:24])[C:14]=1[C:15]([N:9]([C:15](=[O:16])[C:14]1[C:18]([F:24])=[CH:19][C:20]([C:22]#[N:23])=[CH:21][C:13]=1[Cl:12])[C:6]1[CH:5]=[CH:4][N:3]=[C:2]([Cl:1])[C:7]=1[F:8])=[O:16]. The yield is 0.250. (2) The reactants are [C:1]([O:5][C:6]([N:8]1[CH:12]=[CH:11][CH:10]=[C:9]1[C:13]1[S:14][C:15]([C:18]([O:20][CH2:21][CH3:22])=[O:19])=[CH:16][N:17]=1)=[O:7])([CH3:4])([CH3:3])[CH3:2].[Br:23]N1C(=O)CCC1=O.C(=O)([O-])O.[Na+]. The catalyst is O1CCCC1. The product is [Br:23][C:12]1[N:8]([C:6]([O:5][C:1]([CH3:4])([CH3:3])[CH3:2])=[O:7])[C:9]([C:13]2[S:14][C:15]([C:18]([O:20][CH2:21][CH3:22])=[O:19])=[CH:16][N:17]=2)=[CH:10][CH:11]=1. The yield is 0.600. (3) The reactants are C[O:2][C:3]([C@@H:5]1[CH2:13][C:12]2[C:7](=[CH:8][CH:9]=[CH:10][CH:11]=2)[N:6]1[C:14](=[O:27])[CH2:15][O:16][C:17]1[C:26]2[C:21](=[CH:22][CH:23]=[CH:24][CH:25]=2)[CH:20]=[CH:19][CH:18]=1)=[O:4].[Li+].[OH-]. The catalyst is O1CCCC1. The product is [C:17]1([O:16][CH2:15][C:14]([N:6]2[C:7]3[C:12](=[CH:11][CH:10]=[CH:9][CH:8]=3)[CH2:13][C@H:5]2[C:3]([OH:4])=[O:2])=[O:27])[C:26]2[C:21](=[CH:22][CH:23]=[CH:24][CH:25]=2)[CH:20]=[CH:19][CH:18]=1. The yield is 0.960. (4) The reactants are [F:1][C:2]1[N:7]=[C:6]([C:8]([OH:10])=O)[CH:5]=[CH:4][CH:3]=1.C(N1C=CN=C1)(N1C=CN=C1)=O.[Mg+].[C:24]([O:30][CH2:31][CH3:32])(=[O:29])[CH2:25]C([O-])=O.Cl. The catalyst is O1CCCC1. The product is [F:1][C:2]1[N:7]=[C:6]([C:8](=[O:10])[CH2:25][C:24]([O:30][CH2:31][CH3:32])=[O:29])[CH:5]=[CH:4][CH:3]=1. The yield is 0.900. (5) The reactants are [NH2:1][C:2]1[CH:3]=[CH:4][C:5]([C:8]([OH:10])=[O:9])=[N:6][CH:7]=1.O=S(Cl)Cl.[CH2:15](O)[CH3:16]. No catalyst specified. The product is [NH2:1][C:2]1[CH:3]=[CH:4][C:5]([C:8]([O:10][CH2:15][CH3:16])=[O:9])=[N:6][CH:7]=1. The yield is 0.750. (6) The reactants are [C:1]([O:9]CC)(=O)[CH2:2][C:3]([O:5][CH2:6][CH3:7])=[O:4].[H-].[Na+].[CH2:14]([N:21]1[C:26]2[N:27]=[CH:28][CH:29]=[CH:30][C:25]=2[C:24](=O)[O:23]C1=O)[C:15]1[CH:20]=[CH:19][CH:18]=[CH:17][CH:16]=1.Cl. The catalyst is CC(N(C)C)=O. The product is [CH2:6]([O:5][C:3]([C:2]1[C:1](=[O:9])[N:21]([CH2:14][C:15]2[CH:20]=[CH:19][CH:18]=[CH:17][CH:16]=2)[C:26]2[C:25]([C:24]=1[OH:23])=[CH:30][CH:29]=[CH:28][N:27]=2)=[O:4])[CH3:7]. The yield is 0.720. (7) The product is [C:38]1([C:41]2[CH:46]=[CH:45][CH:44]=[CH:43][CH:42]=2)[CH:37]=[CH:36][C:35]([CH2:34][CH2:33][NH:32][C:28]2[N:27]=[C:26]([Cl:47])[N:25]=[C:24]3[C:29]=2[N:30]=[CH:31][N:23]3[C@H:15]2[C@@H:16]3[O:17][C:18]([CH3:21])([CH3:22])[O:19][C@@H:20]3[C@@H:13]([CH2:65][S:50][CH2:51][CH2:52][CH:53]([NH:54][C:55]([O:56][C:57]([CH3:60])([CH3:59])[CH3:58])=[O:61])[C:49]([O:63][CH3:62])=[O:48])[O:14]2)=[CH:40][CH:39]=1. No catalyst specified. The reactants are CC1C=CC(S(OC[C@@H:13]2[C@@H:20]3[C@@H:16]([O:17][C:18]([CH3:22])([CH3:21])[O:19]3)[C@H:15]([N:23]3[CH:31]=[N:30][C:29]4[C:24]3=[N:25][C:26]([Cl:47])=[N:27][C:28]=4[NH:32][CH2:33][CH2:34][C:35]3[CH:40]=[CH:39][C:38]([C:41]4[CH:46]=[CH:45][CH:44]=[CH:43][CH:42]=4)=[CH:37][CH:36]=3)[O:14]2)(=O)=O)=CC=1.[O:48]=[C:49]1[CH:53]([NH:54][C:55](=[O:61])[O:56][C:57]([CH3:60])([CH3:59])[CH3:58])[CH2:52][CH2:51][S:50]1.[CH3:62][O-:63].[Na+].[CH3:65]O. The yield is 0.940.